This data is from NCI-60 drug combinations with 297,098 pairs across 59 cell lines. The task is: Regression. Given two drug SMILES strings and cell line genomic features, predict the synergy score measuring deviation from expected non-interaction effect. (1) Drug 1: CC1CCC2CC(C(=CC=CC=CC(CC(C(=O)C(C(C(=CC(C(=O)CC(OC(=O)C3CCCCN3C(=O)C(=O)C1(O2)O)C(C)CC4CCC(C(C4)OC)OCCO)C)C)O)OC)C)C)C)OC. Drug 2: CC1C(C(CC(O1)OC2CC(OC(C2O)C)OC3=CC4=CC5=C(C(=O)C(C(C5)C(C(=O)C(C(C)O)O)OC)OC6CC(C(C(O6)C)O)OC7CC(C(C(O7)C)O)OC8CC(C(C(O8)C)O)(C)O)C(=C4C(=C3C)O)O)O)O. Cell line: LOX IMVI. Synergy scores: CSS=81.6, Synergy_ZIP=-2.58, Synergy_Bliss=3.06, Synergy_Loewe=-0.0848, Synergy_HSA=0.221. (2) Drug 2: C1C(C(OC1N2C=NC(=NC2=O)N)CO)O. Synergy scores: CSS=3.63, Synergy_ZIP=0.0549, Synergy_Bliss=1.59, Synergy_Loewe=-4.36, Synergy_HSA=-3.92. Drug 1: CC=C1C(=O)NC(C(=O)OC2CC(=O)NC(C(=O)NC(CSSCCC=C2)C(=O)N1)C(C)C)C(C)C. Cell line: UO-31. (3) Drug 1: CC12CCC3C(C1CCC2=O)CC(=C)C4=CC(=O)C=CC34C. Drug 2: CC(C1=C(C=CC(=C1Cl)F)Cl)OC2=C(N=CC(=C2)C3=CN(N=C3)C4CCNCC4)N. Cell line: HCT116. Synergy scores: CSS=36.6, Synergy_ZIP=-3.60, Synergy_Bliss=-6.30, Synergy_Loewe=-11.5, Synergy_HSA=-6.54.